Dataset: Full USPTO retrosynthesis dataset with 1.9M reactions from patents (1976-2016). Task: Predict the reactants needed to synthesize the given product. The reactants are: Cl[C:2]1[N:10]=[C:9]2[C:5]([N:6]=[C:7]([CH2:12][CH2:13][N:14]3[CH2:19][CH2:18][O:17][CH2:16][C:15]3([CH3:21])[CH3:20])[N:8]2[CH3:11])=[C:4]([N:22]2[CH2:27][CH2:26][O:25][CH2:24][CH2:23]2)[N:3]=1.[CH2:28]([C:30]1[NH:31][C:32]2[CH:38]=[CH:37][CH:36]=[CH:35][C:33]=2[N:34]=1)[CH3:29].CC(C1C=C(C(C)C)C(C2C=CC=CC=2P(C2CCCCC2)C2CCCCC2)=C(C(C)C)C=1)C.C([O-])([O-])=O.[Cs+].[Cs+]. Given the product [CH2:28]([C:30]1[N:31]([C:2]2[N:10]=[C:9]3[C:5]([N:6]=[C:7]([CH2:12][CH2:13][N:14]4[CH2:19][CH2:18][O:17][CH2:16][C:15]4([CH3:21])[CH3:20])[N:8]3[CH3:11])=[C:4]([N:22]3[CH2:23][CH2:24][O:25][CH2:26][CH2:27]3)[N:3]=2)[C:32]2[CH:38]=[CH:37][CH:36]=[CH:35][C:33]=2[N:34]=1)[CH3:29], predict the reactants needed to synthesize it.